This data is from Full USPTO retrosynthesis dataset with 1.9M reactions from patents (1976-2016). The task is: Predict the reactants needed to synthesize the given product. (1) Given the product [NH2:29][CH2:28][C:27]([N:24]1[CH2:25][CH2:26][N:21]([C:20]2[N:19]([CH3:38])[N:18]=[C:17]([C:39]3[CH:44]=[CH:43][C:42]([F:45])=[CH:41][CH:40]=3)[C:16]=2[C:13]2[CH:14]=[CH:15][C:10]3[N:11]([CH:46]=[C:8]([NH:7][C:5](=[O:6])[C:4]4[CH:47]=[CH:48][N:49]=[C:2]([F:1])[CH:3]=4)[N:9]=3)[N:12]=2)[CH2:22][CH2:23]1)=[O:37], predict the reactants needed to synthesize it. The reactants are: [F:1][C:2]1[CH:3]=[C:4]([CH:47]=[CH:48][N:49]=1)[C:5]([NH:7][C:8]1[N:9]=[C:10]2[CH:15]=[CH:14][C:13]([C:16]3[C:17]([C:39]4[CH:44]=[CH:43][C:42]([F:45])=[CH:41][CH:40]=4)=[N:18][N:19]([CH3:38])[C:20]=3[N:21]3[CH2:26][CH2:25][N:24]([C:27](=[O:37])[CH2:28][NH:29]C(=O)OC(C)(C)C)[CH2:23][CH2:22]3)=[N:12][N:11]2[CH:46]=1)=[O:6].C(O)(C(F)(F)F)=O. (2) Given the product [CH3:30][O:31][C:23]1[CH:24]=[C:25]2[C:20]([C:19](=[O:28])[C:14]([C:13]([OH:12])=[O:29])=[CH:15][N:9]2[C:1]([CH2:4][C:5]([CH3:8])([CH3:7])[CH3:6])([CH3:3])[CH3:2])=[CH:21][N:22]=1, predict the reactants needed to synthesize it. The reactants are: [C:1]([NH2:9])([CH2:4][C:5]([CH3:8])([CH3:7])[CH3:6])([CH3:3])[CH3:2].C([O:12][C:13](=[O:29])[C:14]([C:19](=[O:28])[C:20]1[C:25](Cl)=[CH:24][C:23](Cl)=[N:22][CH:21]=1)=[CH:15]N(C)C)C.[CH3:30][O-:31].[Na+]. (3) The reactants are: C([C@H]1COC(=O)N1[C:14](=[O:33])[C@H:15]([C:25]1[CH:30]=[CH:29][C:28]([Br:31])=[CH:27][C:26]=1[CH3:32])[CH2:16][O:17][CH2:18][C:19]1[CH:24]=[CH:23][CH:22]=[CH:21][CH:20]=1)C1C=CC=CC=1.[Li].[Li+].[O-:36][O-]. Given the product [CH2:18]([O:17][CH2:16][C@@H:15]([C:25]1[CH:30]=[CH:29][C:28]([Br:31])=[CH:27][C:26]=1[CH3:32])[C:14]([OH:33])=[O:36])[C:19]1[CH:20]=[CH:21][CH:22]=[CH:23][CH:24]=1, predict the reactants needed to synthesize it. (4) Given the product [C:1]([N:5]1[C:10](=[O:11])[C:9]([Cl:12])=[C:8]([O:13][CH:14]([C:24]2[CH:25]=[CH:26][C:27]([C:30]([CH3:33])([CH3:32])[CH3:31])=[CH:28][CH:29]=2)[CH2:15][OH:16])[CH:7]=[N:6]1)([CH3:4])([CH3:3])[CH3:2], predict the reactants needed to synthesize it. The reactants are: [C:1]([N:5]1[C:10](=[O:11])[C:9]([Cl:12])=[C:8]([O:13][CH:14]([C:24]2[CH:29]=[CH:28][C:27]([C:30]([CH3:33])([CH3:32])[CH3:31])=[CH:26][CH:25]=2)[CH2:15][O:16][Si](C(C)(C)C)(C)C)[CH:7]=[N:6]1)([CH3:4])([CH3:3])[CH3:2].Cl. (5) The reactants are: [Cl:1][C:2]1[CH:3]=[C:4]([C@H:8]2[CH2:13][CH2:12][C:11](=[O:14])[N:10]([C@@H:15]([CH2:23][CH3:24])[C:16]([O:18][C:19]([CH3:22])([CH3:21])[CH3:20])=[O:17])[C@@H:9]2[C:25]2[CH:30]=[CH:29][C:28]([Cl:31])=[CH:27][CH:26]=2)[CH:5]=[CH:6][CH:7]=1.IC.[CH3:34][Si]([N-][Si](C)(C)C)(C)C.[Li+]. Given the product [Cl:1][C:2]1[CH:3]=[C:4]([C@H:8]2[CH2:13][CH:12]([CH3:34])[C:11](=[O:14])[N:10]([C@@H:15]([CH2:23][CH3:24])[C:16]([O:18][C:19]([CH3:22])([CH3:21])[CH3:20])=[O:17])[C@@H:9]2[C:25]2[CH:26]=[CH:27][C:28]([Cl:31])=[CH:29][CH:30]=2)[CH:5]=[CH:6][CH:7]=1, predict the reactants needed to synthesize it. (6) Given the product [CH3:36][N:34]1[CH2:33][CH2:32][C:29]2[NH:30][C:31]3[C:23]([C:2]#[C:1][C:3]4[CH:8]=[CH:7][N:6]=[CH:5][CH:4]=4)=[CH:24][CH:25]=[CH:26][C:27]=3[C:28]=2[CH2:35]1, predict the reactants needed to synthesize it. The reactants are: [C:1]([C:3]1[CH:8]=[CH:7][N:6]=[CH:5][CH:4]=1)#[CH:2].Cl.[O-]S([O-])(=O)=O.[Mg+2].CC(C)([O-])C.[Na+].Br[C:23]1[C:31]2[NH:30][C:29]3[CH2:32][CH2:33][N:34]([CH3:36])[CH2:35][C:28]=3[C:27]=2[CH:26]=[CH:25][CH:24]=1.C(N(CC)CC)C. (7) The reactants are: CC1(C)C2C(=C(P(C3C=CC=CC=3)C3C=CC=CC=3)C=CC=2)OC2C(P(C3C=CC=CC=3)C3C=CC=CC=3)=CC=CC1=2.C([O-])([O-])=O.[Cs+].[Cs+].[C:49]([NH:52][CH2:53][C:54]1[CH:59]=[CH:58][C:57]([S:60]([OH:62])=[O:61])=[CH:56][CH:55]=1)(=[O:51])[CH3:50].[Na].Br[C:65]1[N:66]=[CH:67][C:68]([N:71]([CH3:73])[CH3:72])=[N:69][CH:70]=1. Given the product [CH3:72][N:71]([CH3:73])[C:68]1[N:69]=[CH:70][C:65]([S:60]([C:57]2[CH:58]=[CH:59][C:54]([CH2:53][NH:52][C:49](=[O:51])[CH3:50])=[CH:55][CH:56]=2)(=[O:62])=[O:61])=[N:66][CH:67]=1, predict the reactants needed to synthesize it. (8) Given the product [CH2:14]([O:32][C:25]1[CH:24]=[CH:23][C:22]([O:21][CH3:20])=[CH:31][C:26]=1[C:27]([O:29][CH3:30])=[O:28])[CH:6]=[CH2:7], predict the reactants needed to synthesize it. The reactants are: FC(F)(F)C(N[C@@H:6]1[C:14]2C(=CC=C(OC)C=2)C(=O)[CH2:7]1)=O.[CH3:20][O:21][C:22]1[CH:31]=[C:26]([C:27]([O:29][CH3:30])=[O:28])[C:25]([OH:32])=[CH:24][CH:23]=1.C(Br)C=C.C(=O)([O-])[O-].[Cs+].[Cs+].